Dataset: Experimentally validated miRNA-target interactions with 360,000+ pairs, plus equal number of negative samples. Task: Binary Classification. Given a miRNA mature sequence and a target amino acid sequence, predict their likelihood of interaction. (1) The miRNA is hsa-miR-676-5p with sequence UCUUCAACCUCAGGACUUGCA. The protein sequence of the target gene is MDVRFYPPPAQPAAAPAAPCLGPSPCLDPYYCNKFDGENMYMSMTEPSQDYVPASQSYPGPSLESEDFNIPPITPPSLPDHSLVHLNEVESGYHSLCHPMNHNGLLPFHPQTMDLPEITVSNMLGQDGALLSNSISVMQEIGNAEGAQYSSHPQMAAMRPRGQPTDIRQQASMMQPGQLTTINQSQLSAQLGLNMGGTNVAHNSPSPPGSKSATPSPSSSVHEDECEDASKINGGEKRPASDMGKKPKTPKKKKKKDPNEPQKPVSAYALFFRDTQAAIKGQNPNATFGEVSKIVASMWD.... Result: 0 (no interaction). (2) The miRNA is mmu-miR-107-3p with sequence AGCAGCAUUGUACAGGGCUAUCA. The protein sequence of the target gene is MLENYRNLVFVGIAASKPDLITCLEQGKEPWNVKRHEMVAEPPVVCSYFARDLWPKQGKKNYFQKVILRRYKKCGCENLQLRKYCKSMDECKVHKECYNGLNQCLTTTQNKIFQCDKYVKVFHKFSNSNRHTIRHTGKKSFKCKECEKSFCMLSHLAQHKRIHSGEKPYKCKECGKAYNETSNLSTHKRIHTGKKPYKCEECGKAFNRLSHLTTHKIIHTGKKPYKCEECGKAFNQSANLTTHKRIHTGEKPYKCEECGRAFSQSSTLTAHKIIHAGEKPYKCEECGKAFSQSSTLTTHK.... Result: 0 (no interaction). (3) The miRNA is hsa-miR-4424 with sequence AGAGUUAACUCAAAAUGGACUA. The protein sequence of the target gene is MSCTIEKILTDAKTLLERLREHDAAAESLVDQSAALHRRVAAMREAGTALPDQYQEDASDMKDMSKYKPHILLSQENTQIRDLQQENRELWISLEEHQDALELIMSKYRKQMLQLMVAKKAVDAEPVLKAHQSHSAEIESQIDRICEMGEVMRKAVQVDDDQFCKIQEKLAQLELENKELRELLSISSESLQARKENSMDTASQAIK. Result: 1 (interaction). (4) The miRNA is hsa-miR-6855-5p with sequence UUGGGGUUUGGGGUGCAGACAUUGC. The protein sequence of the target gene is MHTTQKDTTYTKIFVGGLPYHTTDASLRKYFEVFGEIEEAVVITDRQTGKSRGYGFVTMADRAAAERACKDPNPIIDGRKANVNLAYLGAKPRIMQPGFAFGVQQLHPALIQRPFGIPAHYVYPQAFVQPGVVIPHVQPTAAAASTTPYIDYTGAAYAQYSAAAAAAAAAAAYDQYPYAASPAAAGYVTAGGYGYAVQQPITAAAPGTAAAAAAAAAAAAAFGQYQPQQLQTDRMQ. Result: 0 (no interaction). (5) The miRNA is hsa-miR-505-3p with sequence CGUCAACACUUGCUGGUUUCCU. The protein sequence of the target gene is MLQQVNGHNPGSDGQAREYLREDLQEFLGGEVLLYKLDDLTRVNPVTLETVLRCLQARYMADTFYTNAGCTLVALNPFKPVPQLYSPELMREYHAAPQPQKLKPHVFTVGEQTYRNVKSLIEPVNQSIVVSGESGAGKTWTSRCLMKFYAVVATSPASWESHKIAERIEQRILNSNPVMEAFGNACTLRNNNSSRFGKFIQLQLNRAQQMTGAAVQTYLLEKTRVACQASSERNFHIFYQICKGASEDERLQWHLPEGAAFSWLPNPERSLEEDCFEVTREAMLHLGIDTPTQNNIFKVL.... Result: 1 (interaction). (6) The miRNA is mmu-miR-5617-5p with sequence GUAAGUGAGGGCAAGCCUUCUGG. The protein sequence of the target gene is MAALGTVLFTGVRRLHCSVAAWAGGQWRLQQGLAANPSGYGPLTELPDWSYADGRPAPPMKGQLRRKAERETFARRVVLLSQEMDAGLQAWQLRQQKLQEEQRKQENALKPKGASLKSPLPSQ. Result: 0 (no interaction).